Dataset: Peptide-MHC class I binding affinity with 185,985 pairs from IEDB/IMGT. Task: Regression. Given a peptide amino acid sequence and an MHC pseudo amino acid sequence, predict their binding affinity value. This is MHC class I binding data. (1) The peptide sequence is ETIEEPAVE. The MHC is HLA-A03:01 with pseudo-sequence HLA-A03:01. The binding affinity (normalized) is 0.0847. (2) The peptide sequence is ATTHSWIPK. The MHC is HLA-A24:02 with pseudo-sequence HLA-A24:02. The binding affinity (normalized) is 0.0847. (3) The peptide sequence is AYFATPASV. The MHC is HLA-A02:01 with pseudo-sequence HLA-A02:01. The binding affinity (normalized) is 0.286. (4) The peptide sequence is DILSGIFSNPHP. The MHC is H-2-Db with pseudo-sequence H-2-Db. The binding affinity (normalized) is 0.0687. (5) The peptide sequence is WIFEIATPL. The MHC is HLA-B39:01 with pseudo-sequence HLA-B39:01. The binding affinity (normalized) is 0.770. (6) The binding affinity (normalized) is 0. The peptide sequence is YSIVLHIQLE. The MHC is H-2-Kb with pseudo-sequence H-2-Kb. (7) The peptide sequence is LVATDPDADA. The MHC is HLA-A02:01 with pseudo-sequence HLA-A02:01. The binding affinity (normalized) is 0. (8) The peptide sequence is FLAFVVFLL. The MHC is HLA-A02:02 with pseudo-sequence HLA-A02:02. The binding affinity (normalized) is 1.00.